Predict the reaction yield, written as a fraction of the theoretical maximum amount of product (1.0 means a 100% yield; for example, 0.34 means a 34% yield). From a dataset of Reaction yield outcomes from USPTO patents with 853,638 reactions. (1) The catalyst is O1CCOCC1.O. The yield is 0.730. The product is [O:36]=[C:5]1[CH2:6][CH2:7][C@H:8]([CH2:10][C@H:11]([C:26]2[CH:31]=[CH:30][CH:29]=[C:28]([C:32]([F:35])([F:34])[F:33])[CH:27]=2)[C:12]([OH:40])=[O:13])[CH2:9]1. The reactants are CC1(C)C[O:36][C:5]2([CH2:9][C@@H:8]([CH2:10][C@H:11]([C:26]3[CH:31]=[CH:30][CH:29]=[C:28]([C:32]([F:35])([F:34])[F:33])[CH:27]=3)[C:12](N([C@H](C)[C@H](O)C3C=CC=CC=3)C)=[O:13])[CH2:7][CH2:6]2)OC1.S(=O)(=O)(O)[OH:40]. (2) The reactants are P(Br)(Br)[Br:2].[CH3:5][O:6][C:7]1[C:8]([CH2:12]O)=[CH:9][S:10][CH:11]=1. The catalyst is C(Cl)Cl. The product is [Br:2][CH2:12][C:8]1[C:7]([O:6][CH3:5])=[CH:11][S:10][CH:9]=1. The yield is 0.970. (3) The catalyst is C(O)C. The yield is 0.870. The product is [Br:15][C:16]1[CH:17]=[C:18]([NH:19][C:2]2[C:11]3[C:6](=[CH:7][N:8]=[C:9]([F:12])[CH:10]=3)[N:5]=[CH:4][C:3]=2[C:13]#[N:14])[CH:20]=[CH:21][CH:22]=1. The reactants are Cl[C:2]1[C:11]2[C:6](=[CH:7][N:8]=[C:9]([F:12])[CH:10]=2)[N:5]=[CH:4][C:3]=1[C:13]#[N:14].[Br:15][C:16]1[CH:17]=[C:18]([CH:20]=[CH:21][CH:22]=1)[NH2:19]. (4) The reactants are C1N=CN([C:6](N2C=NC=C2)=[O:7])C=1.[C:13]([C:17]1[CH:21]=[C:20]([NH2:22])[N:19]([C:23]2[CH:28]=[CH:27][C:26]([CH3:29])=[CH:25][CH:24]=2)[N:18]=1)([CH3:16])([CH3:15])[CH3:14].[NH2:30][C:31]1[C:40]2[C:35](=[CH:36][CH:37]=[CH:38][CH:39]=2)[C:34]([CH2:41][CH2:42][O:43][C:44]2[CH:49]=[CH:48][N:47]=[C:46]([NH2:50])[CH:45]=2)=[CH:33][CH:32]=1.C1COCC1. The catalyst is C(Cl)Cl.CO. The product is [NH2:50][C:46]1[CH:45]=[C:44]([O:43][CH2:42][CH2:41][C:34]2[C:35]3[C:40](=[CH:39][CH:38]=[CH:37][CH:36]=3)[C:31]([NH:30][C:6]([NH:22][C:20]3[N:19]([C:23]4[CH:24]=[CH:25][C:26]([CH3:29])=[CH:27][CH:28]=4)[N:18]=[C:17]([C:13]([CH3:16])([CH3:15])[CH3:14])[CH:21]=3)=[O:7])=[CH:32][CH:33]=2)[CH:49]=[CH:48][N:47]=1. The yield is 0.520. (5) The reactants are [Br:1][C:2]1[CH:11]=[C:10]2[C:5]([C:6]([F:20])([F:19])[CH2:7][CH2:8]/[C:9]/2=[N:12]\[S@@:13]([C:15]([CH3:18])([CH3:17])[CH3:16])=[O:14])=[CH:4][CH:3]=1.Br[C:22]([F:29])([F:28])[C:23]([O:25][CH2:26][CH3:27])=[O:24]. No catalyst specified. The product is [CH2:26]([O:25][C:23](=[O:24])[C:22]([C@:9]1([NH:12][S@@:13]([C:15]([CH3:17])([CH3:16])[CH3:18])=[O:14])[C:10]2[C:5](=[CH:4][CH:3]=[C:2]([Br:1])[CH:11]=2)[C:6]([F:20])([F:19])[CH2:7][CH2:8]1)([F:29])[F:28])[CH3:27]. The yield is 0.580. (6) The reactants are C1COCC1.C([Li])CCC.[CH3:11][C:12]#[N:13].C([O:16][C:17]([C:19]1[S:20][CH:21]=[CH:22][CH:23]=1)=O)C. The catalyst is O. The product is [O:16]=[C:17]([C:19]1[S:20][CH:21]=[CH:22][CH:23]=1)[CH2:11][C:12]#[N:13]. The yield is 0.700.